Dataset: Catalyst prediction with 721,799 reactions and 888 catalyst types from USPTO. Task: Predict which catalyst facilitates the given reaction. (1) Reactant: [Cl:1][C:2]1[CH:3]=[C:4]([CH2:27][CH2:28][C:29]([O:31]C(C)(C)C)=[O:30])[CH:5]=[CH:6][C:7]=1[C:8]1[N:12]=[C:11]([C:13]2[N:14]=[C:15]3[C:20]([Cl:21])=[CH:19][C:18]([C:22]([F:25])([F:24])[F:23])=[CH:17][N:16]3[CH:26]=2)[O:10][N:9]=1. Product: [Cl:1][C:2]1[CH:3]=[C:4]([CH2:27][CH2:28][C:29]([OH:31])=[O:30])[CH:5]=[CH:6][C:7]=1[C:8]1[N:12]=[C:11]([C:13]2[N:14]=[C:15]3[C:20]([Cl:21])=[CH:19][C:18]([C:22]([F:24])([F:25])[F:23])=[CH:17][N:16]3[CH:26]=2)[O:10][N:9]=1. The catalyst class is: 137. (2) Reactant: [Cl:1][C:2]1[CH:7]=[CH:6][CH:5]=[CH:4][C:3]=1[C:8]1[C:13]([Cl:14])=[CH:12][C:11]([CH2:15][CH3:16])=[C:10]([NH:17][CH2:18][C:19]([OH:21])=O)[CH:9]=1.[CH3:22][CH2:23]N(CC)CC.CCN=C=NCCCN(C)C.Cl.C1C=CC2N(O)N=NC=2C=1.[N:51]1([C:57]([O:59]C(C)(C)C)=O)[CH2:56][CH2:55][NH:54][CH2:53][CH2:52]1. Product: [Cl:1][C:2]1[CH:7]=[CH:6][CH:5]=[CH:4][C:3]=1[C:8]1[C:13]([Cl:14])=[CH:12][C:11]([CH2:15][CH3:16])=[C:10]([NH:17][CH2:18][C:19]([N:54]2[CH2:53][CH2:52][N:51]([C:57](=[O:59])[CH:22]=[CH2:23])[CH2:56][CH2:55]2)=[O:21])[CH:9]=1. The catalyst class is: 3. (3) Reactant: [CH:1]1([CH:7]([O:35][CH3:36])[C:8]2[CH:30]=[CH:29][C:28]([C:31]([F:34])([F:33])[F:32])=[CH:27][C:9]=2[CH2:10][NH:11][CH2:12][C:13]2[CH:18]=[C:17]([C:19]([F:22])([F:21])[F:20])[CH:16]=[C:15]([C:23]([F:26])([F:25])[F:24])[CH:14]=2)[CH2:6][CH2:5][CH2:4][CH2:3][CH2:2]1.C([N:40]([CH:43](C)C)CC)(C)C.C(Cl)(Cl)=[O:47].[OH-].[NH4+]. Product: [F:24][C:23]([F:26])([F:25])[C:15]1[CH:14]=[C:13]([CH:18]=[C:17]([C:19]([F:20])([F:21])[F:22])[CH:16]=1)[CH2:12][N:11]([CH2:10][C:9]1[CH:27]=[C:28]([C:31]([F:32])([F:33])[F:34])[CH:29]=[CH:30][C:8]=1[CH:7]([CH:1]1[CH2:6][CH2:5][CH2:4][CH2:3][CH2:2]1)[O:35][CH3:36])[C:43]([NH2:40])=[O:47]. The catalyst class is: 4. (4) Reactant: [I:1][C:2]1[CH:10]=[CH:9][C:5]([C:6]([OH:8])=[O:7])=[CH:4][CH:3]=1.S(=O)(=O)(O)O.[CH3:16][C:17](=[CH2:19])[CH3:18].C(=O)(O)[O-].[Na+]. Product: [C:17]([O:7][C:6](=[O:8])[C:5]1[CH:9]=[CH:10][C:2]([I:1])=[CH:3][CH:4]=1)([CH3:19])([CH3:18])[CH3:16]. The catalyst class is: 12.